Dataset: Forward reaction prediction with 1.9M reactions from USPTO patents (1976-2016). Task: Predict the product of the given reaction. Given the reactants [CH2:1]([O:4][C@H:5]1[CH2:10][CH2:9][CH2:8][C@@H:7]([O:11][CH2:12][C:13]2[CH:22]=[CH:21][CH:20]=[C:19]([CH3:23])[C:14]=2[C:15]([O:17][CH3:18])=[O:16])[CH2:6]1)[CH:2]=C.I([O-])(=O)(=O)=[O:25].[Na+].C(O)(C)(C)C.S([O-])([O-])(=O)=S.[Na+].[Na+], predict the reaction product. The product is: [CH3:23][C:19]1[CH:20]=[CH:21][CH:22]=[C:13]([CH2:12][O:11][C@@H:7]2[CH2:8][CH2:9][CH2:10][C@H:5]([O:4][CH2:1][CH:2]=[O:25])[CH2:6]2)[C:14]=1[C:15]([O:17][CH3:18])=[O:16].